From a dataset of Catalyst prediction with 721,799 reactions and 888 catalyst types from USPTO. Predict which catalyst facilitates the given reaction. (1) Reactant: [CH2:1]([N:3]=[C:4]=[O:5])[CH3:2].[CH3:6][NH:7][CH:8]1[CH:13]2[CH2:14][CH2:15][CH:9]1[CH2:10][N:11]([CH2:16][CH2:17][O:18][C:19]1[CH:26]=[CH:25]C(C#N)=[CH:21][CH:20]=1)[CH2:12]2.[CH3:27][C:28]#[N:29].C([O-])([O-])=O.[K+].[K+]. Product: [C:28]([C:27]1[CH:21]=[CH:20][C:19]([O:18][CH2:17][CH2:16][N:11]2[CH2:12][CH:13]3[CH:8]([N:7]([CH3:6])[C:4]([NH:3][CH2:1][CH3:2])=[O:5])[CH:9]([CH2:15][CH2:14]3)[CH2:10]2)=[CH:26][CH:25]=1)#[N:29]. The catalyst class is: 2. (2) Reactant: I[CH2:2][CH2:3][O:4][CH2:5][CH2:6][O:7][CH2:8][CH2:9]I.C([O-])([O-])=O.[Na+].[Na+].[C:17]1([CH2:23][NH2:24])[CH:22]=[CH:21][CH:20]=[CH:19][CH:18]=1. Product: [CH2:23]([N:24]1[CH2:9][CH2:8][O:7][CH2:6][CH2:5][O:4][CH2:3][CH2:2]1)[C:17]1[CH:22]=[CH:21][CH:20]=[CH:19][CH:18]=1. The catalyst class is: 23. (3) Reactant: Br[CH2:2][C:3]1[N:7]([CH3:8])[N:6]([CH:9]2[CH2:14][CH2:13][CH2:12][CH2:11][CH2:10]2)[C:5](=[O:15])[C:4]=1[Cl:16].[Cl:17][C:18]1[CH:23]=[CH:22][CH:21]=[CH:20][C:19]=1[N:24]1[CH2:29][CH2:28][NH:27][CH2:26][CH2:25]1.C(=O)([O-])[O-].[K+].[K+]. Product: [Cl:16][C:4]1[C:5](=[O:15])[N:6]([CH:9]2[CH2:14][CH2:13][CH2:12][CH2:11][CH2:10]2)[N:7]([CH3:8])[C:3]=1[CH2:2][N:27]1[CH2:26][CH2:25][N:24]([C:19]2[CH:20]=[CH:21][CH:22]=[CH:23][C:18]=2[Cl:17])[CH2:29][CH2:28]1. The catalyst class is: 10. (4) Reactant: C([O:8][CH2:9][CH2:10][CH2:11][O:12][C:13]([C:15]1[CH:16]=[C:17]([C:35]2[CH:40]=[CH:39][C:38]([O:41]CC3C=CC=CC=3)=[CH:37][CH:36]=2)[CH:18]=[CH:19][C:20]=1[C:21]([O:23][CH2:24][CH2:25][CH2:26][O:27]CC1C=CC=CC=1)=[O:22])=[O:14])C1C=CC=CC=1.C. Product: [OH:8][CH2:9][CH2:10][CH2:11][O:12][C:13]([C:15]1[CH:16]=[C:17]([C:35]2[CH:36]=[CH:37][C:38]([OH:41])=[CH:39][CH:40]=2)[CH:18]=[CH:19][C:20]=1[C:21]([O:23][CH2:24][CH2:25][CH2:26][OH:27])=[O:22])=[O:14]. The catalyst class is: 312. (5) Reactant: FC(F)(F)C(O)=O.C(OC([N:15]([CH2:23][C:24]([O:26][CH2:27][C:28]1[CH:33]=[CH:32][CH:31]=[CH:30][CH:29]=1)=[O:25])[CH2:16][CH2:17][O:18][CH2:19][CH2:20][O:21][CH3:22])=O)(C)(C)C.C(=O)([O-])[O-].[Na+].[Na+]. Product: [CH3:22][O:21][CH2:20][CH2:19][O:18][CH2:17][CH2:16][NH:15][CH2:23][C:24]([O:26][CH2:27][C:28]1[CH:29]=[CH:30][CH:31]=[CH:32][CH:33]=1)=[O:25]. The catalyst class is: 4. (6) Product: [CH3:1][S:2]([C:5]1[S:9][C:8]([CH2:10][OH:11])=[CH:7][CH:6]=1)(=[O:4])=[O:3]. Reactant: [CH3:1][S:2]([C:5]1[S:9][C:8]([C:10](O)=[O:11])=[CH:7][CH:6]=1)(=[O:4])=[O:3].B. The catalyst class is: 1. (7) Reactant: [CH3:1][C@H:2]1[CH2:7][N:6]([CH2:8][C:9]2[CH:14]=[CH:13][C:12]([NH:15][CH3:16])=[CH:11][CH:10]=2)[CH2:5][CH2:4][N:3]1[C:17]([O:19][C:20]([CH3:23])([CH3:22])[CH3:21])=[O:18].[Cl:24][C:25]1[N:30]=[CH:29][C:28]([C:31](Cl)=[O:32])=[CH:27][CH:26]=1.C(N(CC)CC)C. Product: [Cl:24][C:25]1[N:30]=[CH:29][C:28]([C:31]([N:15]([CH3:16])[C:12]2[CH:11]=[CH:10][C:9]([CH2:8][N:6]3[CH2:5][CH2:4][N:3]([C:17]([O:19][C:20]([CH3:22])([CH3:21])[CH3:23])=[O:18])[C@@H:2]([CH3:1])[CH2:7]3)=[CH:14][CH:13]=2)=[O:32])=[CH:27][CH:26]=1. The catalyst class is: 2.